From a dataset of Experimentally validated miRNA-target interactions with 360,000+ pairs, plus equal number of negative samples. Binary Classification. Given a miRNA mature sequence and a target amino acid sequence, predict their likelihood of interaction. The miRNA is rno-miR-500-3p with sequence AAUGCACCUGGGCAAGGGUUCA. The protein sequence of the target gene is MPLPEPSEQDCESLRAGQEPSVGARKPQESSNLVPARDKERPKPTDVASQETSSTATLPNNTLQVAPVKKQGRIIHRKRSRVDAVPPQPLEFLKTPFGGRLLVHKSFLYKQEKAVGDKVYWKCRQHSELSCRGRAITRGFRVTEMRDHCHPPEKEGLDRKKRHRGRPPSSALPEGAEVQEDEVSLWLYPVEPEPTPQPSIETPEEEQGYRSLALQSLPPKKRPTPGVVRYRPLEFLKTCYGGTFLVHQSFLYKREKTVGGKVYWTCREHAVHGCRSRAITQGQRVTVMRSHCHSPDIEGL.... Result: 0 (no interaction).